Predict the reactants needed to synthesize the given product. From a dataset of Retrosynthesis with 50K atom-mapped reactions and 10 reaction types from USPTO. (1) Given the product C=CCc1c(OCc2ccccc2)ccc2ncccc12, predict the reactants needed to synthesize it. The reactants are: BrCc1ccccc1.C=CCc1c(O)ccc2ncccc12. (2) Given the product COc1ccc2[nH]cnc2c1C, predict the reactants needed to synthesize it. The reactants are: COc1ccc(N)c(N)c1C.O=CO. (3) Given the product N#CCc1sccc1Br, predict the reactants needed to synthesize it. The reactants are: BrCc1sccc1Br.[C-]#N. (4) Given the product c1ccc2c(c1)[nH]c1cccc(OC[C@@H]3CO3)c12, predict the reactants needed to synthesize it. The reactants are: ClC[C@H]1CO1.Oc1cccc2[nH]c3ccccc3c12. (5) Given the product CCCCN(CCO)C(=O)OCC, predict the reactants needed to synthesize it. The reactants are: CCCCNCCO.CCOC(=O)Cl. (6) Given the product CCOC(=O)CCCCCC/C(=N\OCc1ccc(OCc2nc(-c3ccco3)oc2C)cc1)c1ccccc1, predict the reactants needed to synthesize it. The reactants are: CCOC(=O)CCCCCC/C(=N\OCc1ccc(O)cc1)c1ccccc1.Cc1oc(-c2ccco2)nc1CCl. (7) Given the product COC(=O)C1CN(Cc2cc(C)c(-c3noc(-c4ccc(Oc5ccccc5)c(F)c4)n3)s2)C1, predict the reactants needed to synthesize it. The reactants are: COC(=O)C1CNC1.Cc1cc(CO)sc1-c1noc(-c2ccc(Oc3ccccc3)c(F)c2)n1.